This data is from Reaction yield outcomes from USPTO patents with 853,638 reactions. The task is: Predict the reaction yield, written as a fraction of the theoretical maximum amount of product (1.0 means a 100% yield; for example, 0.34 means a 34% yield). (1) The product is [O:12]=[C:8]1[CH:9]([C:22]([O:24][CH3:25])=[O:23])[CH2:10][CH2:11][N:7]1[C:3]1[CH:2]=[N:1][CH:6]=[CH:5][CH:4]=1. The catalyst is C1COCC1. The reactants are [N:1]1[CH:6]=[CH:5][CH:4]=[C:3]([N:7]2[CH2:11][CH2:10][CH2:9][C:8]2=[O:12])[CH:2]=1.[Li+].CC([N-]C(C)C)C.Cl[C:22]([O:24][CH3:25])=[O:23]. The yield is 0.260. (2) The reactants are [B:10]1([B:10]2[O:14][C:13]([CH3:16])([CH3:15])[C:12]([CH3:18])([CH3:17])[O:11]2)[O:14][C:13]([CH3:16])([CH3:15])[C:12]([CH3:18])([CH3:17])[O:11]1.[C:19]1([S:25]([NH2:28])(=[O:27])=[O:26])[CH:24]=[CH:23][CH:22]=[CH:21][CH:20]=1.[C:29]([O-:32])(=O)[CH3:30].[K+]. The catalyst is O1CCOCC1.C1C=CC(P(C2C=CC=CC=2)[C-]2C=CC=C2)=CC=1.C1C=CC(P(C2C=CC=CC=2)[C-]2C=CC=C2)=CC=1.Cl[Pd]Cl.[Fe+2]. The product is [OH:32][C@H:29]1[CH2:30][CH2:15][C@H:13]([NH:28][S:25]([C:19]2[CH:24]=[CH:23][C:22]([B:10]3[O:11][C:12]([CH3:17])([CH3:18])[C:13]([CH3:15])([CH3:16])[O:14]3)=[CH:21][CH:20]=2)(=[O:27])=[O:26])[CH2:12][CH2:17]1. The yield is 0.970. (3) The reactants are [H-].[Al+3].[Li+].[H-].[H-].[H-].[CH2:7]([N:14]1[CH2:19][CH2:18][CH:17]([CH3:20])[CH:16]([NH:21][C:22](=O)OC)[CH2:15]1)[C:8]1[CH:13]=[CH:12][CH:11]=[CH:10][CH:9]=1.O. The catalyst is O1CCCC1. The product is [CH2:7]([N:14]1[CH2:19][CH2:18][CH:17]([CH3:20])[CH:16]([NH:21][CH3:22])[CH2:15]1)[C:8]1[CH:9]=[CH:10][CH:11]=[CH:12][CH:13]=1. The yield is 0.720.